Dataset: Forward reaction prediction with 1.9M reactions from USPTO patents (1976-2016). Task: Predict the product of the given reaction. (1) Given the reactants [C:1](Cl)(=[O:3])[CH3:2].Cl.[Cl:6][C:7]1[C:8]([F:38])=[C:9]([NH:13][C:14]2[C:23]3[C:18](=[CH:19][C:20]([O:36][CH3:37])=[C:21]([CH2:24][N:25]([CH3:35])[C:26]4([C:32]([NH2:34])=[O:33])[CH2:31][CH2:30][NH:29][CH2:28][CH2:27]4)[CH:22]=3)[N:17]=[CH:16][N:15]=2)[CH:10]=[CH:11][CH:12]=1.C(N(CC)CC)C, predict the reaction product. The product is: [C:1]([N:29]1[CH2:30][CH2:31][C:26]([N:25]([CH2:24][C:21]2[CH:22]=[C:23]3[C:18](=[CH:19][C:20]=2[O:36][CH3:37])[N:17]=[CH:16][N:15]=[C:14]3[NH:13][C:9]2[CH:10]=[CH:11][CH:12]=[C:7]([Cl:6])[C:8]=2[F:38])[CH3:35])([C:32]([NH2:34])=[O:33])[CH2:27][CH2:28]1)(=[O:3])[CH3:2]. (2) Given the reactants [C:1]1([S:7][C:8]2[S:12][C:11]([C:13]([OH:15])=O)=[N:10][N:9]=2)[CH:6]=[CH:5][CH:4]=[CH:3][CH:2]=1.C(Cl)(=O)C(Cl)=O.[NH2:22][C@@H:23]1[CH:28]2[CH2:29][CH2:30][N:25]([CH2:26][CH2:27]2)[CH2:24]1.NC1CC2CCN1CC2, predict the reaction product. The product is: [N:25]12[CH2:30][CH2:29][CH:28]([CH2:27][CH2:26]1)[C@@H:23]([NH:22][C:13]([C:11]1[S:12][C:8]([S:7][C:1]3[CH:2]=[CH:3][CH:4]=[CH:5][CH:6]=3)=[N:9][N:10]=1)=[O:15])[CH2:24]2.